This data is from Forward reaction prediction with 1.9M reactions from USPTO patents (1976-2016). The task is: Predict the product of the given reaction. (1) Given the reactants Br[CH2:2][C:3]([C:5]1[CH:10]=[CH:9][C:8]([Br:11])=[CH:7][CH:6]=1)=[O:4].[S-:12][C:13]#[N:14].[K+].O, predict the reaction product. The product is: [Br:11][C:8]1[CH:9]=[CH:10][C:5]([C:3](=[O:4])[CH2:2][S:12][C:13]#[N:14])=[CH:6][CH:7]=1. (2) Given the reactants [CH3:1][C:2]([CH3:7])=[CH:3][C:4]([OH:6])=[O:5].[Li+].[CH3:9][CH:10]([N-]C(C)C)C.C(I)C.Cl, predict the reaction product. The product is: [CH2:9]([CH:3]([C:2]([CH3:7])=[CH2:1])[C:4]([OH:6])=[O:5])[CH3:10]. (3) Given the reactants I[C:2]1[CH:7]=[CH:6][C:5]([N:8]2[CH2:13][CH2:12][CH:11]=[C:10]([N:14]3[CH2:19][CH2:18][O:17][CH2:16][CH2:15]3)[C:9]2=[O:20])=[CH:4][CH:3]=1.[NH:21]1[CH2:26][CH2:25][CH2:24][CH2:23][C:22]1=[O:27].C(=O)([O-])[O-].[K+].[K+].N, predict the reaction product. The product is: [O:17]1[CH2:18][CH2:19][N:14]([C:10]2[C:9](=[O:20])[N:8]([C:5]3[CH:6]=[CH:7][C:2]([N:21]4[CH2:26][CH2:25][CH2:24][CH2:23][C:22]4=[O:27])=[CH:3][CH:4]=3)[CH2:13][CH2:12][CH:11]=2)[CH2:15][CH2:16]1. (4) The product is: [CH:6]([OH:27])=[O:5].[NH2:7][CH:8]([C:9]1[CH:10]=[CH:11][CH:12]=[CH:13][CH:14]=1)[C:15]([NH:16][C:17]1[CH:22]=[CH:21][C:20]([CH:23]([CH3:25])[CH3:24])=[CH:19][CH:18]=1)=[O:26]. Given the reactants C([O:5][C:6](=[O:27])[NH:7][CH:8]([C:15](=[O:26])[NH:16][C:17]1[CH:22]=[CH:21][C:20]([CH:23]([CH3:25])[CH3:24])=[CH:19][CH:18]=1)[C:9]1[CH:14]=[CH:13][CH:12]=[CH:11][CH:10]=1)(C)(C)C, predict the reaction product. (5) The product is: [C:1]([O:9][C@H:10]1[C@@H:21]([O:22][C@H:63]2[O:71][C@H:72]([CH2:93][O:94][C:95](=[O:102])[C:96]3[CH:101]=[CH:100][CH:99]=[CH:98][CH:97]=3)[C@@H:73]([O:84][C:85](=[O:92])[C:86]3[CH:87]=[CH:88][CH:89]=[CH:90][CH:91]=3)[C@H:74]([O:75][C:76](=[O:83])[C:77]3[CH:78]=[CH:79][CH:80]=[CH:81][CH:82]=3)[C@@H:62]2[O:61][C:53](=[O:60])[C:54]2[CH:55]=[CH:56][CH:57]=[CH:58][CH:59]=2)[C@H:20]([O:23][C:24](=[O:31])[C:25]2[CH:30]=[CH:29][CH:28]=[CH:27][CH:26]=2)[C@@H:19]([CH2:32][O:33][C:34]([C:41]2[CH:42]=[CH:43][CH:44]=[CH:45][CH:46]=2)([C:35]2[CH:36]=[CH:37][CH:38]=[CH:39][CH:40]=2)[C:47]2[CH:48]=[CH:49][CH:50]=[CH:51][CH:52]=2)[O:18][C@@H:11]1[O:12][CH2:13][CH2:14][N:15]=[N+:16]=[N-:17])(=[O:8])[C:2]1[CH:3]=[CH:4][CH:5]=[CH:6][CH:7]=1. Given the reactants [C:1]([O:9][C@H:10]1[C@@H:21]([OH:22])[C@H:20]([O:23][C:24](=[O:31])[C:25]2[CH:30]=[CH:29][CH:28]=[CH:27][CH:26]=2)[C@@H:19]([CH2:32][O:33][C:34]([C:47]2[CH:52]=[CH:51][CH:50]=[CH:49][CH:48]=2)([C:41]2[CH:46]=[CH:45][CH:44]=[CH:43][CH:42]=2)[C:35]2[CH:40]=[CH:39][CH:38]=[CH:37][CH:36]=2)[O:18][C@@H:11]1[O:12][CH2:13][CH2:14][N:15]=[N+:16]=[N-:17])(=[O:8])[C:2]1[CH:7]=[CH:6][CH:5]=[CH:4][CH:3]=1.[C:53]([O:61][C@H:62]1[C@@H:74]([O:75][C:76](=[O:83])[C:77]2[CH:82]=[CH:81][CH:80]=[CH:79][CH:78]=2)[C@H:73]([O:84][C:85](=[O:92])[C:86]2[CH:91]=[CH:90][CH:89]=[CH:88][CH:87]=2)[C@@H:72]([CH2:93][O:94][C:95](=[O:102])[C:96]2[CH:101]=[CH:100][CH:99]=[CH:98][CH:97]=2)[O:71][C@@H:63]1OC(=N)C(Cl)(Cl)Cl)(=[O:60])[C:54]1[CH:59]=[CH:58][CH:57]=[CH:56][CH:55]=1.[Si](OS(C(F)(F)F)(=O)=O)(C)(C)C, predict the reaction product. (6) Given the reactants [Cl:1][C:2]1[CH:7]=[CH:6][C:5]([C:8]2[C:14]3[C:15]([CH3:19])=[C:16]([CH3:18])[S:17][C:13]=3[N:12]3[C:20]([CH3:23])=[N:21][N:22]=[C:11]3[C@@:10]3([CH2:25][C@H:24]3[CH2:26][OH:27])[N:9]=2)=[CH:4][CH:3]=1.CC1(C)N([O])C(C)(C)CC(OC)C1.[Br-].[K+].Cl[O-].[Na+], predict the reaction product. The product is: [Cl:1][C:2]1[CH:3]=[CH:4][C:5]([C:8]2[C:14]3[C:15]([CH3:19])=[C:16]([CH3:18])[S:17][C:13]=3[N:12]3[C:20]([CH3:23])=[N:21][N:22]=[C:11]3[C@@:10]3([CH2:25][C@H:24]3[CH:26]=[O:27])[N:9]=2)=[CH:6][CH:7]=1. (7) Given the reactants [Cl:1][C:2]1[C:3]2[C:10]([C:11]3[CH:12]=[C:13]([CH:16]=[CH:17][CH:18]=3)[C:14]#[N:15])=[CH:9][N:8](CO)[C:4]=2[N:5]=[CH:6][N:7]=1.C(=O)([O-])[O-].[K+].[K+], predict the reaction product. The product is: [Cl:1][C:2]1[C:3]2[C:10]([C:11]3[CH:12]=[C:13]([CH:16]=[CH:17][CH:18]=3)[C:14]#[N:15])=[CH:9][NH:8][C:4]=2[N:5]=[CH:6][N:7]=1. (8) The product is: [C:1]([N:5]1[CH:9]=[C:8]([CH2:10][N:11]([CH2:12][C:13]2[N:27]=[N:26][N:25]([CH2:28][CH2:29][OH:30])[CH:14]=2)[CH2:15][C:16]2[N:17]=[N:18][N:19]([C:21]([CH3:24])([CH3:23])[CH3:22])[CH:20]=2)[N:7]=[N:6]1)([CH3:3])([CH3:4])[CH3:2]. Given the reactants [C:1]([N:5]1[CH:9]=[C:8]([CH2:10][N:11]([CH2:15][C:16]2[N:17]=[N:18][N:19]([C:21]([CH3:24])([CH3:23])[CH3:22])[CH:20]=2)[CH2:12][C:13]#[CH:14])[N:7]=[N:6]1)([CH3:4])([CH3:3])[CH3:2].[N:25]([CH2:28][CH2:29][OH:30])=[N+:26]=[N-:27].O=C1O[C@H]([C@H](CO)O)C([O-])=C1O.[Na+], predict the reaction product. (9) The product is: [N+:9]([CH2:12][CH2:13][C:14]1[CH:27]=[CH:26][C:17]([CH2:18][O:19][C:20]2[CH:25]=[CH:24][CH:23]=[CH:22][N:21]=2)=[CH:16][CH:15]=1)([O-:11])=[O:10]. Given the reactants CS(C)=O.C(O)(=O)C.[N+:9](/[CH:12]=[CH:13]/[C:14]1[CH:27]=[CH:26][C:17]([CH2:18][O:19][C:20]2[CH:25]=[CH:24][CH:23]=[CH:22][N:21]=2)=[CH:16][CH:15]=1)([O-:11])=[O:10].[BH4-].[Na+], predict the reaction product. (10) Given the reactants [Cl:1][C:2]1[CH:3]=[CH:4][C:5]([F:32])=[C:6]([C:8]2[CH:13]=[CH:12][C:11]([CH2:14][N:15]([CH2:26][C@@H:27]([OH:31])[C:28]([OH:30])=[O:29])[NH:16][C:17]([C:19]3[O:23][N:22]=[C:21]([O:24][CH3:25])[CH:20]=3)=[O:18])=[CH:10][CH:9]=2)[CH:7]=1.Cl[CH2:34][O:35][C:36](=[O:46])[C@@H:37]([NH:41][C:42]([O:44][CH3:45])=[O:43])[CH:38]([CH3:40])[CH3:39].[Na+].[I-].N1C=CC=CC=1, predict the reaction product. The product is: [Cl:1][C:2]1[CH:3]=[CH:4][C:5]([F:32])=[C:6]([C:8]2[CH:9]=[CH:10][C:11]([CH2:14][N:15]([CH2:26][C@@H:27]([OH:31])[C:28]([O:30][CH2:34][O:35][C:36](=[O:46])[C@@H:37]([NH:41][C:42]([O:44][CH3:45])=[O:43])[CH:38]([CH3:40])[CH3:39])=[O:29])[NH:16][C:17]([C:19]3[O:23][N:22]=[C:21]([O:24][CH3:25])[CH:20]=3)=[O:18])=[CH:12][CH:13]=2)[CH:7]=1.